This data is from Forward reaction prediction with 1.9M reactions from USPTO patents (1976-2016). The task is: Predict the product of the given reaction. (1) Given the reactants [CH3:1][C:2]1[NH:3][C:4]([CH3:22])=[C:5]([CH2:7][NH:8][CH:9]2[CH2:14][CH2:13][N:12]([C:15]([O:17][C:18]([CH3:21])([CH3:20])[CH3:19])=[O:16])[CH2:11][CH2:10]2)[N:6]=1.C1CCN2C(=NCCC2)CC1.[C:34](=O)([O-])[O-:35].[K+].[K+], predict the reaction product. The product is: [CH3:1][C:2]1[N:6]2[C:34](=[O:35])[N:8]([CH:9]3[CH2:14][CH2:13][N:12]([C:15]([O:17][C:18]([CH3:19])([CH3:21])[CH3:20])=[O:16])[CH2:11][CH2:10]3)[CH2:7][C:5]2=[C:4]([CH3:22])[N:3]=1. (2) Given the reactants [NH2:1][C:2]1[CH:7]=[C:6]([F:8])[CH:5]=[CH:4][C:3]=1[OH:9].C([O-])(O)=O.[Na+].[Cl:15][CH2:16][C:17](Cl)=[O:18], predict the reaction product. The product is: [Cl:15][CH2:16][C:17]([NH:1][C:2]1[CH:7]=[C:6]([F:8])[CH:5]=[CH:4][C:3]=1[OH:9])=[O:18].